Dataset: Peptide-MHC class II binding affinity with 134,281 pairs from IEDB. Task: Regression. Given a peptide amino acid sequence and an MHC pseudo amino acid sequence, predict their binding affinity value. This is MHC class II binding data. (1) The peptide sequence is EKKYFADTQFEPLAA. The MHC is HLA-DQA10401-DQB10402 with pseudo-sequence HLA-DQA10401-DQB10402. The binding affinity (normalized) is 0.571. (2) The MHC is HLA-DQA10501-DQB10201 with pseudo-sequence HLA-DQA10501-DQB10201. The peptide sequence is MNIRMGIFYCNDDA. The binding affinity (normalized) is 0.239. (3) The peptide sequence is AGALEVHAVKPVTEE. The MHC is DRB1_1101 with pseudo-sequence DRB1_1101. The binding affinity (normalized) is 0.112. (4) The peptide sequence is DHAHWTEAKMLLDNI. The binding affinity (normalized) is 0.207. The MHC is DRB1_0401 with pseudo-sequence DRB1_0401.